From a dataset of Peptide-MHC class I binding affinity with 185,985 pairs from IEDB/IMGT. Regression. Given a peptide amino acid sequence and an MHC pseudo amino acid sequence, predict their binding affinity value. This is MHC class I binding data. (1) The peptide sequence is HVIYFTAFT. The MHC is HLA-A68:02 with pseudo-sequence HLA-A68:02. The binding affinity (normalized) is 0.625. (2) The peptide sequence is HTVGLGQGY. The MHC is HLA-A80:01 with pseudo-sequence HLA-A80:01. The binding affinity (normalized) is 0.0847. (3) The peptide sequence is PVIVVPVIDR. The MHC is HLA-A11:01 with pseudo-sequence HLA-A11:01. The binding affinity (normalized) is 0.0774. (4) The peptide sequence is ATYGWNLVK. The MHC is HLA-A32:01 with pseudo-sequence HLA-A32:01. The binding affinity (normalized) is 0.387.